From a dataset of Peptide-MHC class I binding affinity with 185,985 pairs from IEDB/IMGT. Regression. Given a peptide amino acid sequence and an MHC pseudo amino acid sequence, predict their binding affinity value. This is MHC class I binding data. (1) The peptide sequence is LNWFEIWIV. The MHC is HLA-A02:03 with pseudo-sequence HLA-A02:03. The binding affinity (normalized) is 0.0847. (2) The peptide sequence is GQGGSPTAM. The MHC is HLA-A02:03 with pseudo-sequence HLA-A02:03. The binding affinity (normalized) is 0.0272. (3) The peptide sequence is VEDSRFWEL. The MHC is HLA-B40:02 with pseudo-sequence HLA-B40:02. The binding affinity (normalized) is 0.746. (4) The peptide sequence is QTCAGVIEYA. The MHC is HLA-A02:01 with pseudo-sequence HLA-A02:01. The binding affinity (normalized) is 0.456. (5) The peptide sequence is INIVIIVLI. The MHC is H-2-Kb with pseudo-sequence H-2-Kb. The binding affinity (normalized) is 0.160. (6) The peptide sequence is RVFYYFPL. The MHC is H-2-Kb with pseudo-sequence H-2-Kb. The binding affinity (normalized) is 0.803. (7) The peptide sequence is EECLRRRVTR. The MHC is HLA-A33:01 with pseudo-sequence HLA-A33:01. The binding affinity (normalized) is 0.385.